This data is from Peptide-MHC class I binding affinity with 185,985 pairs from IEDB/IMGT. The task is: Regression. Given a peptide amino acid sequence and an MHC pseudo amino acid sequence, predict their binding affinity value. This is MHC class I binding data. (1) The peptide sequence is RILHNFAYSL. The MHC is Mamu-A2201 with pseudo-sequence Mamu-A2201. The binding affinity (normalized) is 0. (2) The peptide sequence is HPKKVKQAF. The MHC is HLA-B44:02 with pseudo-sequence HLA-B44:02. The binding affinity (normalized) is 0.213. (3) The binding affinity (normalized) is 0.566. The MHC is HLA-A24:02 with pseudo-sequence HLA-A24:02. The peptide sequence is TFVPIAWAAAY.